From a dataset of Catalyst prediction with 721,799 reactions and 888 catalyst types from USPTO. Predict which catalyst facilitates the given reaction. (1) Reactant: [CH3:1][O:2][C:3](=[O:13])[C:4]1[CH:9]=[C:8]([CH2:10][OH:11])[CH:7]=[C:6]([F:12])[CH:5]=1.[CH3:14][S:15](Cl)(=[O:17])=[O:16].C(N(CC)CC)C. Product: [CH3:1][O:2][C:3](=[O:13])[C:4]1[CH:9]=[C:8]([CH2:10][O:11][S:15]([CH3:14])(=[O:17])=[O:16])[CH:7]=[C:6]([F:12])[CH:5]=1. The catalyst class is: 2. (2) Product: [N:4]1([CH2:15][CH2:16][CH2:17][C:18]2[CH:23]=[C:22]([C:24]3[CH:29]=[CH:28][CH:27]=[C:26]([C:30]([F:33])([F:32])[F:31])[CH:25]=3)[N:21]=[C:20]([C:34]#[N:35])[N:19]=2)[CH2:9][CH2:8][CH2:7][CH2:6][CH2:5]1. The catalyst class is: 10. Reactant: C([BH3-])#N.[NH:4]1[CH2:9][CH2:8][CH2:7][CH2:6][CH2:5]1.C(O)(=O)C.O=[CH:15][CH2:16][CH2:17][C:18]1[CH:23]=[C:22]([C:24]2[CH:29]=[CH:28][CH:27]=[C:26]([C:30]([F:33])([F:32])[F:31])[CH:25]=2)[N:21]=[C:20]([C:34]#[N:35])[N:19]=1. (3) Reactant: [OH:1][CH2:2][C@@H:3]1[CH2:8][O:7][CH2:6][CH2:5][N:4]1[C:9]([O:11][C:12]([CH3:15])([CH3:14])[CH3:13])=[O:10].CCN(CC)CC.[CH3:23][S:24](Cl)(=[O:26])=[O:25]. Product: [CH3:23][S:24]([O:1][CH2:2][C@@H:3]1[CH2:8][O:7][CH2:6][CH2:5][N:4]1[C:9]([O:11][C:12]([CH3:15])([CH3:14])[CH3:13])=[O:10])(=[O:26])=[O:25]. The catalyst class is: 4. (4) Reactant: F[C:2]1[CH:7]=[CH:6][C:5]([N+:8]([O-:10])=[O:9])=[C:4]([O:11][CH:12]([CH3:14])[CH3:13])[CH:3]=1.[CH3:15][O-:16].[Na+]. Product: [N+:8]([C:5]1[CH:6]=[CH:7][C:2]([O:16][CH3:15])=[CH:3][C:4]=1[O:11][CH:12]([CH3:14])[CH3:13])([O-:10])=[O:9]. The catalyst class is: 5. (5) Reactant: ClC1N=[C:9](Cl)[CH:8]=[CH:7][C:3]=1[C:4](N)=O.[Cl:12][C:13]1[CH:21]=[CH:20][C:16]([C:17]([NH2:19])=[O:18])=[C:15]([NH:22][CH2:23][CH2:24][O:25][CH3:26])[N:14]=1.[CH2:27](N(CC)CC)C. Product: [CH2:26]([O:25][CH2:24][CH2:23][NH:22][C:15]1[N:14]=[C:13]([Cl:12])[CH:21]=[CH:20][C:16]=1[C:17]([NH2:19])=[O:18])[C:4]1[CH:3]=[CH:7][CH:8]=[CH:9][CH:27]=1. The catalyst class is: 10. (6) Reactant: [CH2:1]([N:8]([CH2:12][Si](C)(C)C)[CH2:9]OC)[C:2]1[CH:7]=[CH:6][CH:5]=[CH:4][CH:3]=1.[F:17][C:18]([F:32])([F:31])[O:19][C:20]1[CH:25]=[CH:24][CH:23]=[C:22](/[CH:26]=[CH:27]/[N+:28]([O-:30])=[O:29])[CH:21]=1.C(O)(C(F)(F)F)=O. Product: [CH2:1]([N:8]1[CH2:9][C@@H:27]([N+:28]([O-:30])=[O:29])[C@H:26]([C:22]2[CH:23]=[CH:24][CH:25]=[C:20]([O:19][C:18]([F:17])([F:31])[F:32])[CH:21]=2)[CH2:12]1)[C:2]1[CH:3]=[CH:4][CH:5]=[CH:6][CH:7]=1. The catalyst class is: 2.